From a dataset of Catalyst prediction with 721,799 reactions and 888 catalyst types from USPTO. Predict which catalyst facilitates the given reaction. (1) Reactant: [Br:1][C:2]1[CH:3]=[CH:4][C:5]([CH3:15])=[C:6]([N:8]2[CH2:13][CH2:12][NH:11][CH2:10][C:9]2=[O:14])[CH:7]=1.C(N(CC)CC)C.[Cl:23][C:24]1[C:32]([C:33]([F:36])([F:35])[F:34])=[CH:31][CH:30]=[CH:29][C:25]=1[C:26](Cl)=[O:27].C([O-])(O)=O.[Na+]. Product: [Br:1][C:2]1[CH:3]=[CH:4][C:5]([CH3:15])=[C:6]([N:8]2[CH2:13][CH2:12][N:11]([C:26]([C:25]3[CH:29]=[CH:30][CH:31]=[C:32]([C:33]([F:34])([F:35])[F:36])[C:24]=3[Cl:23])=[O:27])[CH2:10][C:9]2=[O:14])[CH:7]=1. The catalyst class is: 4. (2) Reactant: C([N:8](C(C1C=CC=CC=1)C)[CH:9]([CH:20]1[CH2:25][CH2:24][CH2:23][CH2:22][CH2:21]1)[CH2:10][C:11]([NH:13][CH2:14][CH2:15][C:16]([CH3:19])([CH3:18])[CH3:17])=[O:12])C1C=CC=CC=1.CO.[H][H]. Product: [NH2:8][CH:9]([CH:20]1[CH2:21][CH2:22][CH2:23][CH2:24][CH2:25]1)[CH2:10][C:11]([NH:13][CH2:14][CH2:15][C:16]([CH3:19])([CH3:18])[CH3:17])=[O:12]. The catalyst class is: 604. (3) Reactant: C(OC(=O)C)(=O)C.S(=O)(=O)(O)O.[CH3:13][CH:14]([C:22](=[O:25])[CH2:23][CH3:24])[C:15]([O:17][C:18](C)([CH3:20])[CH3:19])=[O:16].CC(C)=O.C(=O)(O)[O-].[Na+]. Product: [CH2:23]([C:22]1[O:25][C:18]([CH3:20])([CH3:19])[O:17][C:15](=[O:16])[C:14]=1[CH3:13])[CH3:24]. The catalyst class is: 27. (4) Reactant: [Br:1][C:2]1[CH:3]=[C:4]([CH:9]=[C:10](I)[CH:11]=1)[C:5]([O:7][CH3:8])=[O:6].[CH2:13]=[C:14](B(O)O)[CH3:15].C([O-])([O-])=O.[K+].[K+].O. Product: [Br:1][C:2]1[CH:3]=[C:4]([CH:9]=[C:10]([C:14]([CH3:15])=[CH2:13])[CH:11]=1)[C:5]([O:7][CH3:8])=[O:6]. The catalyst class is: 77. (5) Reactant: [CH3:1][C@H:2]1[NH:7][C@@H:6]([CH3:8])[CH2:5][N:4]([C:9]2[CH:10]=[CH:11][C:12]([O:16][CH3:17])=[C:13]([CH:15]=2)[NH2:14])[CH2:3]1.CN1CCOCC1.[Br:25][C:26]1[S:30][C:29]([S:31](Cl)(=[O:33])=[O:32])=[CH:28][CH:27]=1. Product: [Br:25][C:26]1[S:30][C:29]([S:31]([NH:14][C:13]2[CH:15]=[C:9]([N:4]3[CH2:3][C@H:2]([CH3:1])[NH:7][C@H:6]([CH3:8])[CH2:5]3)[CH:10]=[CH:11][C:12]=2[O:16][CH3:17])(=[O:33])=[O:32])=[CH:28][CH:27]=1. The catalyst class is: 4. (6) Reactant: [Cl-].[NH4+].ClCCl.[Br:6][C:7]1[CH:8]=[C:9]([OH:13])[CH:10]=[CH:11][CH:12]=1.Cl[C:15]([CH3:23])([CH2:17][CH2:18][C:19](Cl)([CH3:21])[CH3:20])[CH3:16]. Product: [Br:6][C:7]1[CH:8]=[C:9]([OH:13])[C:10]2[C:15]([CH3:23])([CH3:16])[CH2:17][CH2:18][C:19]([CH3:21])([CH3:20])[C:11]=2[CH:12]=1. The catalyst class is: 6. (7) Reactant: C(OC([N:8]1[CH2:13][CH2:12][CH:11]([CH:14]([C:39]2[CH:44]=[CH:43][C:42]([F:45])=[CH:41][CH:40]=2)[C:15]([N:17]2[CH2:22][CH2:21][N:20]([CH2:23][CH2:24][CH2:25][CH2:26][C:27]3[C:36]4[C:31](=[CH:32][CH:33]=[CH:34][CH:35]=4)[CH:30]=[CH:29][C:28]=3[O:37][CH3:38])[CH2:19][CH2:18]2)=[O:16])[CH2:10][CH2:9]1)=O)(C)(C)C.[ClH:46].O1CCOCC1.CCOCC. Product: [ClH:46].[ClH:46].[F:45][C:42]1[CH:43]=[CH:44][C:39]([CH:14]([CH:11]2[CH2:10][CH2:9][NH:8][CH2:13][CH2:12]2)[C:15]([N:17]2[CH2:22][CH2:21][N:20]([CH2:23][CH2:24][CH2:25][CH2:26][C:27]3[C:36]4[C:31](=[CH:32][CH:33]=[CH:34][CH:35]=4)[CH:30]=[CH:29][C:28]=3[O:37][CH3:38])[CH2:19][CH2:18]2)=[O:16])=[CH:40][CH:41]=1. The catalyst class is: 5. (8) Reactant: ClC(OC(C)C)=O.FC(F)(F)C(O)=O.FC1C(OC2N=CN=C3N(C4CCNCC4)N=CC=23)=C(C=CC=1F)C#N.[C:41]([O:45][C:46]([N:48]1[CH2:53][CH2:52][CH:51]([N:54]2[C:58]3=[N:59][CH:60]=[N:61][C:62]([O:63][C:64]4[C:69]([C:70]#[N:71])=[CH:68][CH:67]=[C:66]([F:72])[C:65]=4[F:73])=[C:57]3[CH:56]=[N:55]2)[CH2:50][CH2:49]1)=[O:47])(C)([CH3:43])[CH3:42].FC(F)(F)C(O)=O.C(OC1C=CC(OC2N=CN=C3N(C4CCNCC4)N=CC=23)=C(F)C=1)C.C(N(C(C)C)CC)(C)C. Product: [CH:41]([O:45][C:46]([N:48]1[CH2:49][CH2:50][CH:51]([N:54]2[C:58]3=[N:59][CH:60]=[N:61][C:62]([O:63][C:64]4[C:69]([C:70]#[N:71])=[CH:68][CH:67]=[C:66]([F:72])[C:65]=4[F:73])=[C:57]3[CH:56]=[N:55]2)[CH2:52][CH2:53]1)=[O:47])([CH3:43])[CH3:42]. The catalyst class is: 46.